Dataset: Reaction yield outcomes from USPTO patents with 853,638 reactions. Task: Predict the reaction yield, written as a fraction of the theoretical maximum amount of product (1.0 means a 100% yield; for example, 0.34 means a 34% yield). (1) The reactants are [CH:1]([C:4]1[CH:8]=[CH:7][NH:6][N:5]=1)([CH3:3])[CH3:2].Cl[C:10]1[CH:19]=[C:18]([O:20]CC2C=CC(OC)=CC=2)[C:17]2[C:12](=[C:13]([CH3:32])[C:14]([O:30][CH3:31])=[CH:15][CH:16]=2)[N:11]=1.O. The catalyst is CN1CCCC1=O. The product is [OH:20][C:18]1[C:17]2[C:12](=[C:13]([CH3:32])[C:14]([O:30][CH3:31])=[CH:15][CH:16]=2)[N:11]=[C:10]([N:6]2[CH:7]=[CH:8][C:4]([CH:1]([CH3:3])[CH3:2])=[N:5]2)[CH:19]=1. The yield is 0.490. (2) The catalyst is CN(C)C=O.C(N(CC)CC)C. The reactants are [C:1]([C:3]1[C:7]2[CH:8]=[C:9]([O:12][CH3:13])[CH:10]=[CH:11][C:6]=2[O:5][C:4]=1[CH:14]([NH:21][C:22]1[CH:30]=[CH:29][C:25]([C:26](O)=[O:27])=[CH:24][CH:23]=1)[CH:15]1[CH2:20][CH2:19][CH2:18][CH2:17][CH2:16]1)#[N:2].Cl.[CH2:32]([O:34][C:35](=[O:39])[CH2:36][CH2:37][NH2:38])[CH3:33].O.ON1C2C=CC=CC=2N=N1.Cl.C(N=C=NCCCN(C)C)C.Cl. The product is [C:1]([C:3]1[C:7]2[CH:8]=[C:9]([O:12][CH3:13])[CH:10]=[CH:11][C:6]=2[O:5][C:4]=1[CH:14]([NH:21][C:22]1[CH:30]=[CH:29][C:25]([C:26]([NH:38][CH2:37][CH2:36][C:35]([O:34][CH2:32][CH3:33])=[O:39])=[O:27])=[CH:24][CH:23]=1)[CH:15]1[CH2:16][CH2:17][CH2:18][CH2:19][CH2:20]1)#[N:2]. The yield is 0.950. (3) The reactants are C(=O)([O-])[O-].[Cs+].[Cs+].[CH3:7][C:8]1[C:16]2[C:11](=[N:12][CH:13]=[N:14][C:15]=2[NH2:17])[NH:10][N:9]=1.[Cl:18][C:19]1[CH:20]=[C:21]([CH:38](Cl)[CH3:39])[C:22]2[O:28][CH2:27][CH2:26][N:25]([C:29]([O:31][C:32]([CH3:35])([CH3:34])[CH3:33])=[O:30])[CH2:24][C:23]=2[C:36]=1[CH3:37]. The catalyst is CN(C)C=O.C(OCC)(=O)C. The product is [NH2:17][C:15]1[N:14]=[CH:13][N:12]=[C:11]2[N:10]([CH:38]([C:21]3[C:22]4[O:28][CH2:27][CH2:26][N:25]([C:29]([O:31][C:32]([CH3:34])([CH3:33])[CH3:35])=[O:30])[CH2:24][C:23]=4[C:36]([CH3:37])=[C:19]([Cl:18])[CH:20]=3)[CH3:39])[N:9]=[C:8]([CH3:7])[C:16]=12. The yield is 0.620. (4) The reactants are [C:1]([O:5][C:6]([NH:8][CH:9]([C:13]1[CH:18]=[CH:17][C:16]([Cl:19])=[CH:15][CH:14]=1)[C:10]([OH:12])=O)=[O:7])([CH3:4])([CH3:3])[CH3:2].C[N:21]1CCO[CH2:23][CH2:22]1.ClC(OCC(C)C)=O.C(N)C. The catalyst is O1CCCC1. The product is [Cl:19][C:16]1[CH:17]=[CH:18][C:13]([CH:9]([NH:8][C:6](=[O:7])[O:5][C:1]([CH3:2])([CH3:3])[CH3:4])[C:10]([NH:21][CH2:22][CH3:23])=[O:12])=[CH:14][CH:15]=1. The yield is 0.430. (5) The reactants are [Si:1]([O:8]S(C(F)(F)F)(=O)=O)([C:4]([CH3:7])([CH3:6])[CH3:5])([CH3:3])[CH3:2].[Si:16]([O:23][C@@H:24]([C@@H:51]([CH3:98])/[CH:52]=[CH:53]\[C@@H:54]([O:90][Si:91]([C:94]([CH3:97])([CH3:96])[CH3:95])([CH3:93])[CH3:92])[CH2:55][C@H:56]([O:82][Si:83]([C:86]([CH3:89])([CH3:88])[CH3:87])([CH3:85])[CH3:84])[C@H:57]([CH3:81])/[CH:58]=[CH:59]/[CH2:60][O:61][C:62]([C:75]1[CH:80]=[CH:79][CH:78]=[CH:77][CH:76]=1)([C:69]1[CH:74]=[CH:73][CH:72]=[CH:71][CH:70]=1)[C:63]1[CH:68]=[CH:67][CH:66]=[CH:65][CH:64]=1)[C@@H:25]([CH3:50])[CH2:26][C@@H:27]([CH3:49])[CH2:28][CH2:29][C@@H:30](O)[C@@H:31]([C@@H:33]1[C@@H:38]([CH3:39])[CH2:37][O:36][CH:35]([C:40]2[CH:45]=[CH:44][C:43]([O:46][CH3:47])=[CH:42][CH:41]=2)[O:34]1)[CH3:32])([C:19]([CH3:22])([CH3:21])[CH3:20])([CH3:18])[CH3:17].N1C(C)=CC=CC=1C. The catalyst is C(Cl)Cl. The product is [Si:1]([O:8][C@H:30]([CH2:29][CH2:28][C@H:27]([CH3:49])[CH2:26][C@H:25]([CH3:50])[C@@H:24]([O:23][Si:16]([C:19]([CH3:20])([CH3:21])[CH3:22])([CH3:18])[CH3:17])[C@@H:51]([CH3:98])/[CH:52]=[CH:53]\[C@@H:54]([O:90][Si:91]([C:94]([CH3:97])([CH3:96])[CH3:95])([CH3:92])[CH3:93])[CH2:55][C@H:56]([O:82][Si:83]([C:86]([CH3:89])([CH3:88])[CH3:87])([CH3:84])[CH3:85])[C@H:57]([CH3:81])/[CH:58]=[CH:59]/[CH2:60][O:61][C:62]([C:63]1[CH:64]=[CH:65][CH:66]=[CH:67][CH:68]=1)([C:69]1[CH:70]=[CH:71][CH:72]=[CH:73][CH:74]=1)[C:75]1[CH:80]=[CH:79][CH:78]=[CH:77][CH:76]=1)[C@@H:31]([C@@H:33]1[C@@H:38]([CH3:39])[CH2:37][O:36][CH:35]([C:40]2[CH:41]=[CH:42][C:43]([O:46][CH3:47])=[CH:44][CH:45]=2)[O:34]1)[CH3:32])([C:4]([CH3:7])([CH3:6])[CH3:5])([CH3:3])[CH3:2]. The yield is 0.990. (6) The reactants are [CH3:1][C:2]([C:5]1[C:10]([C:11]2[CH:16]=[C:15]([O:17][CH3:18])[CH:14]=[CH:13][C:12]=2[F:19])=[CH:9][C:8]([CH2:20][O:21][C:22]2[CH:27]=[CH:26][C:25]([C@@H:28]([CH2:34][CH2:35][CH2:36][CH3:37])[CH2:29][C:30]([O:32]C)=[O:31])=[CH:24][CH:23]=2)=[CH:7][CH:6]=1)([CH3:4])[CH3:3].C1COCC1.CCO.[OH-].[Na+]. No catalyst specified. The product is [CH3:4][C:2]([C:5]1[C:10]([C:11]2[CH:16]=[C:15]([O:17][CH3:18])[CH:14]=[CH:13][C:12]=2[F:19])=[CH:9][C:8]([CH2:20][O:21][C:22]2[CH:23]=[CH:24][C:25]([C@@H:28]([CH2:34][CH2:35][CH2:36][CH3:37])[CH2:29][C:30]([OH:32])=[O:31])=[CH:26][CH:27]=2)=[CH:7][CH:6]=1)([CH3:1])[CH3:3]. The yield is 0.760. (7) The reactants are Br[C:2]1[N:3]=[CH:4][C:5]([NH:8][C:9]([CH:11]2[CH2:16][CH2:15][CH2:14][CH2:13][CH2:12]2)=[O:10])=[N:6][CH:7]=1.[NH2:17][NH2:18]. The catalyst is C(O)C. The product is [NH:17]([C:2]1[N:3]=[CH:4][C:5]([NH:8][C:9]([CH:11]2[CH2:16][CH2:15][CH2:14][CH2:13][CH2:12]2)=[O:10])=[N:6][CH:7]=1)[NH2:18]. The yield is 0.610. (8) The reactants are [CH3:1][O:2][C:3](=[O:14])[C:4]1[CH:9]=[CH:8][C:7]([O:10][CH3:11])=[CH:6][C:5]=1[CH2:12]Br.C1(P(C2C=CC=CC=2)C2C=CC=CC=2)C=CC=CC=1.C(=O)([O-])[O-].[Cs+].[Cs+].[CH3:40][Si:41]([C:44]#[CH:45])([CH3:43])[CH3:42].[Cl-].[NH4+]. The catalyst is [Cu](I)I.C1C=CC(/C=C/C(/C=C/C2C=CC=CC=2)=O)=CC=1.C1C=CC(/C=C/C(/C=C/C2C=CC=CC=2)=O)=CC=1.C1C=CC(/C=C/C(/C=C/C2C=CC=CC=2)=O)=CC=1.[Pd].[Pd].C1COCC1. The product is [CH3:1][O:2][C:3](=[O:14])[C:4]1[CH:9]=[CH:8][C:7]([O:10][CH3:11])=[CH:6][C:5]=1[CH2:12][C:45]#[C:44][Si:41]([CH3:43])([CH3:42])[CH3:40]. The yield is 0.540.